From a dataset of Forward reaction prediction with 1.9M reactions from USPTO patents (1976-2016). Predict the product of the given reaction. (1) The product is: [F:33][C:30]([F:31])([F:32])[C:27]1[CH:28]=[CH:29][C:24]([O:23][CH2:22][C:20]2[NH:19][C:18]3[CH:34]=[CH:35][C:15]([C:10]4[CH:11]=[CH:12][CH:13]=[CH:14][C:9]=4[S:6]([NH2:5])(=[O:8])=[O:7])=[CH:16][C:17]=3[N:21]=2)=[CH:25][CH:26]=1. Given the reactants C([NH:5][S:6]([C:9]1[CH:14]=[CH:13][CH:12]=[CH:11][C:10]=1[C:15]1[CH:35]=[CH:34][C:18]2[NH:19][C:20]([CH2:22][O:23][C:24]3[CH:29]=[CH:28][C:27]([C:30]([F:33])([F:32])[F:31])=[CH:26][CH:25]=3)=[N:21][C:17]=2[CH:16]=1)(=[O:8])=[O:7])(C)(C)C, predict the reaction product. (2) Given the reactants [NH2:1][C:2]1[N:3]=[CH:4][C:5]2[CH2:11][N:10]([C:12]3[CH:13]=[C:14]([CH:18]=[CH:19][CH:20]=3)[C:15](O)=[O:16])[CH2:9][CH2:8][C:6]=2[N:7]=1.[NH2:21][C:22]1[CH:27]=[CH:26][CH:25]=[CH:24][CH:23]=1.C(N(CC)C(C)C)(C)C.CN(C(ON1N=NC2C=CC=CC1=2)=[N+](C)C)C.F[P-](F)(F)(F)(F)F, predict the reaction product. The product is: [NH2:1][C:2]1[N:3]=[CH:4][C:5]2[CH2:11][N:10]([C:12]3[CH:13]=[C:14]([CH:18]=[CH:19][CH:20]=3)[C:15]([NH:21][C:22]3[CH:27]=[CH:26][CH:25]=[CH:24][CH:23]=3)=[O:16])[CH2:9][CH2:8][C:6]=2[N:7]=1. (3) Given the reactants [CH:1]1([C:4]2[C:5](O)=[N:6][C:7]3[C:12]([CH:13]=2)=[CH:11][CH:10]=[CH:9][N:8]=3)[CH2:3][CH2:2]1.O=P(Cl)(Cl)[Cl:17], predict the reaction product. The product is: [Cl:17][C:5]1[C:4]([CH:1]2[CH2:3][CH2:2]2)=[CH:13][C:12]2[C:7](=[N:8][CH:9]=[CH:10][CH:11]=2)[N:6]=1. (4) Given the reactants [NH2:1][C:2]1[CH:14]=[CH:13][C:5]([O:6][CH2:7][CH2:8][C:9]([CH3:12])([OH:11])[CH3:10])=[C:4]([O:15][CH3:16])[CH:3]=1.[Cl:17][C:18]1[CH:23]=[CH:22][C:21]([C:24]2[CH:25]=[C:26]([C:29](O)=[O:30])[NH:27][CH:28]=2)=[CH:20][CH:19]=1, predict the reaction product. The product is: [Cl:17][C:18]1[CH:23]=[CH:22][C:21]([C:24]2[CH:25]=[C:26]([C:29]([NH:1][C:2]3[CH:14]=[CH:13][C:5]([O:6][CH2:7][CH2:8][C:9]([OH:11])([CH3:12])[CH3:10])=[C:4]([O:15][CH3:16])[CH:3]=3)=[O:30])[NH:27][CH:28]=2)=[CH:20][CH:19]=1.